This data is from hERG potassium channel inhibition data for cardiac toxicity prediction from Karim et al.. The task is: Regression/Classification. Given a drug SMILES string, predict its toxicity properties. Task type varies by dataset: regression for continuous values (e.g., LD50, hERG inhibition percentage) or binary classification for toxic/non-toxic outcomes (e.g., AMES mutagenicity, cardiotoxicity, hepatotoxicity). Dataset: herg_karim. (1) The molecule is Cc1nc(C#Cc2ccnc(Cl)c2)c(C)n1-c1ccc(F)cc1F. The result is 1 (blocker). (2) The drug is c1ccc(-c2c[nH]c([C@H]3Cc4c([nH]c5ccccc45)C(C4CCOC4)N3)n2)cc1. The result is 1 (blocker). (3) The molecule is Cc1ccc([C@]2(O)CC[C@H](N3CC[C@@H](NC(=O)CNC(=O)c4cccc(C(F)(F)F)c4)C3)CC2)cn1. The result is 1 (blocker). (4) The drug is N#CNC(=Nc1ccncc1)NCCCCCCOc1ccc(Cl)cc1. The result is 0 (non-blocker).